Dataset: Forward reaction prediction with 1.9M reactions from USPTO patents (1976-2016). Task: Predict the product of the given reaction. (1) Given the reactants O[C:2]1[C:11]2[C:10](=[O:12])[C:9]([O:13][CH3:14])=[CH:8][C:7](=[O:15])[C:6]=2[C:5]([OH:16])=[C:4]2[C:17](=[O:37])[C@:18]3([C:32]4[C:31]([OH:33])=[C:30]5[C:25]([CH:26]=[C:27]([CH:35]=O)[NH:28][C:29]5=[O:34])=[CH:24][C:23]=4[CH2:22][CH2:21]3)[C:19](=[O:20])[C:3]=12.[Cl-].[OH:39][NH3+:40].N1C=CC=CC=1.[OH2:47], predict the reaction product. The product is: [OH:47][C:2]1[C:11]2[C:10](=[O:12])[C:9]([O:13][CH3:14])=[CH:8][C:7](=[O:15])[C:6]=2[C:5]([OH:16])=[C:4]2[C:17](=[O:37])[C@:18]3([C:32]4[C:31]([OH:33])=[C:30]5[C:25]([CH:26]=[C:27]([CH:35]=[N:40][OH:39])[NH:28][C:29]5=[O:34])=[CH:24][C:23]=4[CH2:22][CH2:21]3)[C:19](=[O:20])[C:3]=12. (2) Given the reactants [Cl:1][C:2]1[CH:3]=[C:4]([N:9]2[CH:13]=[CH:12][C:11]([NH:14][C:15](=O)[CH2:16][N:17]3[CH2:22][CH2:21][O:20][CH2:19][CH2:18]3)=[N:10]2)[CH:5]=[CH:6][C:7]=1[Cl:8].CSC.B.O.Cl, predict the reaction product. The product is: [Cl:1][C:2]1[CH:3]=[C:4]([N:9]2[CH:13]=[CH:12][C:11]([NH:14][CH2:15][CH2:16][N:17]3[CH2:18][CH2:19][O:20][CH2:21][CH2:22]3)=[N:10]2)[CH:5]=[CH:6][C:7]=1[Cl:8]. (3) Given the reactants [CH3:1][C:2]1([SH:15])[CH2:7][CH2:6][N:5]([C:8]([O:10][C:11]([CH3:14])([CH3:13])[CH3:12])=[O:9])[CH2:4][CH2:3]1.[Li+].[CH3:17][Si]([N-][Si](C)(C)C)(C)C.CI, predict the reaction product. The product is: [CH3:1][C:2]1([S:15][CH3:17])[CH2:3][CH2:4][N:5]([C:8]([O:10][C:11]([CH3:14])([CH3:13])[CH3:12])=[O:9])[CH2:6][CH2:7]1. (4) Given the reactants Cl[C:2]1[N:3]=[C:4]([N:14]2[CH2:19][CH2:18][O:17][CH2:16][C@@H:15]2[CH3:20])[C:5]2[CH2:10][N:9]([C:11](=[O:13])[CH3:12])[CH2:8][C:6]=2[N:7]=1.[CH2:21]([NH:23][C:24]([NH:26][C:27]1[CH:32]=[CH:31][C:30](B2OC(C)(C)C(C)(C)O2)=[C:29]([F:42])[CH:28]=1)=[O:25])[CH3:22].ClCCl.C(=O)([O-])[O-].[Na+].[Na+], predict the reaction product. The product is: [C:11]([N:9]1[CH2:10][C:5]2[C:4]([N:14]3[CH2:19][CH2:18][O:17][CH2:16][C@@H:15]3[CH3:20])=[N:3][C:2]([C:30]3[CH:31]=[CH:32][C:27]([NH:26][C:24]([NH:23][CH2:21][CH3:22])=[O:25])=[CH:28][C:29]=3[F:42])=[N:7][C:6]=2[CH2:8]1)(=[O:13])[CH3:12].